This data is from Forward reaction prediction with 1.9M reactions from USPTO patents (1976-2016). The task is: Predict the product of the given reaction. (1) Given the reactants Cl[C:2]1[C:3](=[O:17])[N:4]([C:9]2[CH:14]=[CH:13][C:12]([F:15])=[C:11]([Cl:16])[CH:10]=2)[C:5](=[O:8])[C:6]=1[Cl:7].[NH:18]1[CH2:23][CH2:22][O:21][CH2:20][CH2:19]1, predict the reaction product. The product is: [Cl:7][C:6]1[C:5](=[O:8])[N:4]([C:9]2[CH:14]=[CH:13][C:12]([F:15])=[C:11]([Cl:16])[CH:10]=2)[C:3](=[O:17])[C:2]=1[N:18]1[CH2:23][CH2:22][O:21][CH2:20][CH2:19]1. (2) The product is: [I:12][C:3]1[C:4]2[C:9](=[CH:8][CH:7]=[CH:6][CH:5]=2)[NH:1][N:2]=1. Given the reactants [NH:1]1[C:9]2[C:4](=[CH:5][CH:6]=[CH:7][CH:8]=2)[CH:3]=[N:2]1.[OH-].[Na+].[I:12]I, predict the reaction product. (3) Given the reactants Cl.[CH3:2][O:3][NH:4][CH3:5].N1C=CC=CC=1.[C:12](Cl)(=[O:16])[C:13]([CH3:15])=[CH2:14], predict the reaction product. The product is: [CH3:2][O:3][N:4]([CH3:5])[C:12](=[O:16])[C:13]([CH3:15])=[CH2:14]. (4) Given the reactants CN[C@@H:3]1[CH2:7][CH2:6][C@H:5]([OH:8])[CH2:4]1.[C:9]([O:13][C:14]([O:16]C(OC(C)(C)C)=O)=O)([CH3:12])([CH3:11])[CH3:10].[CH2:24]([N:26](CC)CC)C, predict the reaction product. The product is: [C:9]([O:13][C:14](=[O:16])[NH:26][CH2:24][C@H:3]1[CH2:7][CH2:6][C@@H:5]([OH:8])[CH2:4]1)([CH3:12])([CH3:11])[CH3:10].